From a dataset of Forward reaction prediction with 1.9M reactions from USPTO patents (1976-2016). Predict the product of the given reaction. (1) Given the reactants [Li].[Br:2][C:3]1[CH:4]=[C:5]([C:10]([O-])=[CH:11][C:12](=O)[C:13]([O:15]CC)=[O:14])[CH:6]=[C:7]([F:9])[CH:8]=1.ClC1C=C(C2N(C3C=CC=CN=3)N=C(C(O)=O)C=2)C=C(F)C=1.Cl.[N:43]1[CH:48]=[CH:47][CH:46]=[C:45]([NH:49][NH2:50])[CH:44]=1, predict the reaction product. The product is: [Br:2][C:3]1[CH:4]=[C:5]([C:10]2[N:49]([C:45]3[CH:44]=[N:43][CH:48]=[CH:47][CH:46]=3)[N:50]=[C:12]([C:13]([OH:15])=[O:14])[CH:11]=2)[CH:6]=[C:7]([F:9])[CH:8]=1. (2) Given the reactants [F:1][C:2]1([F:31])[CH2:4][CH:3]1[CH2:5][N:6]1[CH2:11][CH2:10][N:9]([C:12]2[CH:13]=[CH:14][C:15]([N:18]3[C:27]4[C:22](=[CH:23][CH:24]=[CH:25][CH:26]=4)[N:21](C(O)=O)[CH2:20][CH2:19]3)=[N:16][CH:17]=2)[CH2:8][CH2:7]1.Cl, predict the reaction product. The product is: [F:31][C:2]1([F:1])[CH2:4][CH:3]1[CH2:5][N:6]1[CH2:11][CH2:10][N:9]([C:12]2[CH:13]=[CH:14][C:15]([N:18]3[C:27]4[C:22](=[CH:23][CH:24]=[CH:25][CH:26]=4)[NH:21][CH2:20][CH2:19]3)=[N:16][CH:17]=2)[CH2:8][CH2:7]1.